Dataset: Catalyst prediction with 721,799 reactions and 888 catalyst types from USPTO. Task: Predict which catalyst facilitates the given reaction. (1) Reactant: [NH2:1][C:2]1[CH:3]=[CH:4][C:5]2[S:9][CH:8]=[N:7][C:6]=2[CH:10]=1.[Br:11]N1C(=O)CCC1=O. Product: [NH2:1][C:2]1[CH:3]=[CH:4][C:5]2[S:9][CH:8]=[N:7][C:6]=2[C:10]=1[Br:11]. The catalyst class is: 10. (2) Reactant: [Br:1][C:2]1[N:3]=[C:4]2[CH:11]=[CH:10][NH:9][C:5]2=[N:6][C:7]=1[CH3:8].[H-].[Na+].Cl[CH2:15][O:16][CH2:17][CH2:18][Si:19]([CH3:22])([CH3:21])[CH3:20]. Product: [Br:1][C:2]1[N:3]=[C:4]2[CH:11]=[CH:10][N:9]([CH2:15][O:16][CH2:17][CH2:18][Si:19]([CH3:22])([CH3:21])[CH3:20])[C:5]2=[N:6][C:7]=1[CH3:8]. The catalyst class is: 9. (3) Reactant: C([O:5][C:6](=[O:36])[NH:7][C@H:8]([CH2:26][C:27]1[CH:32]=[C:31]([F:33])[C:30]([F:34])=[CH:29][C:28]=1[F:35])[CH2:9][C:10]([N:12]1[CH2:16][CH2:15][CH2:14][C@H:13]1[C:17]1[O:21][N:20]=[C:19]([C:22]([CH3:25])([CH3:24])[CH3:23])[N:18]=1)=[O:11])(C)(C)C.FC(F)(F)C(O)=O. Product: [CH:6]([OH:36])=[O:5].[NH2:7][C@H:8]([CH2:26][C:27]1[CH:32]=[C:31]([F:33])[C:30]([F:34])=[CH:29][C:28]=1[F:35])[CH2:9][C:10]([N:12]1[CH2:16][CH2:15][CH2:14][C@H:13]1[C:17]1[O:21][N:20]=[C:19]([C:22]([CH3:24])([CH3:23])[CH3:25])[N:18]=1)=[O:11]. The catalyst class is: 4. (4) Reactant: [CH2:1]([NH:4][CH2:5][CH2:6][OH:7])[CH2:2][CH3:3].[I-].[K+].Cl[CH2:11][CH2:12][CH2:13][O:14][C:15]1[CH:24]=[C:23]2[C:18]([C:19]([NH:25][C:26]3[CH:30]=[C:29]([CH2:31][C:32]([NH:34][C:35]4[CH:40]=[CH:39][CH:38]=[C:37]([F:41])[C:36]=4[F:42])=[O:33])[NH:28][N:27]=3)=[N:20][CH:21]=[N:22]2)=[CH:17][C:16]=1[O:43][CH3:44]. Product: [F:42][C:36]1[C:37]([F:41])=[CH:38][CH:39]=[CH:40][C:35]=1[NH:34][C:32](=[O:33])[CH2:31][C:29]1[NH:28][N:27]=[C:26]([NH:25][C:19]2[C:18]3[C:23](=[CH:24][C:15]([O:14][CH2:13][CH2:12][CH2:11][N:4]([CH2:5][CH2:6][OH:7])[CH2:1][CH2:2][CH3:3])=[C:16]([O:43][CH3:44])[CH:17]=3)[N:22]=[CH:21][N:20]=2)[CH:30]=1. The catalyst class is: 44.